This data is from Full USPTO retrosynthesis dataset with 1.9M reactions from patents (1976-2016). The task is: Predict the reactants needed to synthesize the given product. Given the product [Cl:1][C:2]1[CH:11]=[CH:10][C:9]([N:12]2[CH:16]=[CH:15][C:14]([CH3:17])=[N:13]2)=[CH:8][C:3]=1[C:4]([NH2:18])=[O:5], predict the reactants needed to synthesize it. The reactants are: [Cl:1][C:2]1[CH:11]=[CH:10][C:9]([N:12]2[CH:16]=[CH:15][C:14]([CH3:17])=[N:13]2)=[CH:8][C:3]=1[C:4](OC)=[O:5].[NH3:18].